Dataset: Full USPTO retrosynthesis dataset with 1.9M reactions from patents (1976-2016). Task: Predict the reactants needed to synthesize the given product. Given the product [ClH:30].[NH2:11][CH:6]([CH2:5][CH2:4][CH2:3][C:2]([F:1])([F:22])[F:23])[C:7]([CH3:8])([OH:10])[CH3:9], predict the reactants needed to synthesize it. The reactants are: [F:1][C:2]([F:23])([F:22])[CH2:3][CH2:4][CH2:5][CH:6]([NH:11]C(=O)OCC1C=CC=CC=1)[C:7]([OH:10])([CH3:9])[CH3:8].C1CCCCC=1.[ClH:30].